This data is from Experimental lipophilicity measurements (octanol/water distribution) for 4,200 compounds from AstraZeneca. The task is: Regression/Classification. Given a drug SMILES string, predict its absorption, distribution, metabolism, or excretion properties. Task type varies by dataset: regression for continuous measurements (e.g., permeability, clearance, half-life) or binary classification for categorical outcomes (e.g., BBB penetration, CYP inhibition). For this dataset (lipophilicity_astrazeneca), we predict Y. (1) The compound is Nc1c(C(=O)NC2CC2)nnc2c(-c3ncccn3)c(F)ccc12. The Y is 1.59 logD. (2) The drug is CC(=O)Nc1nc(-c2cccs2)cs1. The Y is 2.77 logD.